The task is: Regression. Given two drug SMILES strings and cell line genomic features, predict the synergy score measuring deviation from expected non-interaction effect.. This data is from NCI-60 drug combinations with 297,098 pairs across 59 cell lines. (1) Drug 1: CC1=C2C(C(=O)C3(C(CC4C(C3C(C(C2(C)C)(CC1OC(=O)C(C(C5=CC=CC=C5)NC(=O)C6=CC=CC=C6)O)O)OC(=O)C7=CC=CC=C7)(CO4)OC(=O)C)O)C)OC(=O)C. Drug 2: B(C(CC(C)C)NC(=O)C(CC1=CC=CC=C1)NC(=O)C2=NC=CN=C2)(O)O. Cell line: NCI-H322M. Synergy scores: CSS=58.8, Synergy_ZIP=-9.25, Synergy_Bliss=-7.94, Synergy_Loewe=-13.3, Synergy_HSA=-4.84. (2) Synergy scores: CSS=17.1, Synergy_ZIP=-5.04, Synergy_Bliss=0.0417, Synergy_Loewe=-0.156, Synergy_HSA=0.257. Cell line: MDA-MB-435. Drug 1: COC1=C(C=C2C(=C1)N=CN=C2NC3=CC(=C(C=C3)F)Cl)OCCCN4CCOCC4. Drug 2: C1CC(C1)(C(=O)O)C(=O)O.[NH2-].[NH2-].[Pt+2]. (3) Drug 1: C1=CN(C(=O)N=C1N)C2C(C(C(O2)CO)O)O.Cl. Drug 2: C(CC(=O)O)C(=O)CN.Cl. Cell line: OVCAR-8. Synergy scores: CSS=33.0, Synergy_ZIP=1.22, Synergy_Bliss=1.16, Synergy_Loewe=-29.7, Synergy_HSA=-0.166. (4) Drug 1: CCC1(C2=C(COC1=O)C(=O)N3CC4=CC5=C(C=CC(=C5CN(C)C)O)N=C4C3=C2)O.Cl. Drug 2: C(CCl)NC(=O)N(CCCl)N=O. Cell line: NCI-H522. Synergy scores: CSS=32.4, Synergy_ZIP=-8.89, Synergy_Bliss=-4.26, Synergy_Loewe=0.173, Synergy_HSA=2.02.